Dataset: Catalyst prediction with 721,799 reactions and 888 catalyst types from USPTO. Task: Predict which catalyst facilitates the given reaction. (1) Reactant: [N:1]([C:4]1[CH:12]=[CH:11][C:7]([C:8]([OH:10])=O)=[CH:6][C:5]=1[I:13])=[N+:2]=[N-:3].[F:14][C:15]([F:19])([F:18])[CH2:16][NH2:17].C1C=CC2N(O)N=NC=2C=1.CCN=C=NCCCN(C)C. Product: [N:1]([C:4]1[CH:12]=[CH:11][C:7]([C:8]([NH:17][CH2:16][C:15]([F:19])([F:18])[F:14])=[O:10])=[CH:6][C:5]=1[I:13])=[N+:2]=[N-:3]. The catalyst class is: 338. (2) Reactant: [F:1][C:2]1[CH:7]=[C:6](/[CH:8]=[CH:9]/[O:10][CH3:11])[CH:5]=[C:4]([F:12])[C:3]=1[C:13]1[N:18]=[C:17]([C:19]([O:21][CH3:22])=[O:20])[CH:16]=[CH:15][C:14]=1[F:23]. Product: [F:1][C:2]1[CH:7]=[C:6]([CH2:8][CH2:9][O:10][CH3:11])[CH:5]=[C:4]([F:12])[C:3]=1[C:13]1[N:18]=[C:17]([C:19]([O:21][CH3:22])=[O:20])[CH:16]=[CH:15][C:14]=1[F:23]. The catalyst class is: 19. (3) Reactant: [CH3:1][C:2]1[CH:3]=[C:4]2[C:12](=[CH:13][CH:14]=1)[NH:11][C:10]1[CH2:9][CH2:8][CH2:7][CH2:6][C:5]2=1. Product: [CH3:1][C:2]1[CH:14]=[CH:13][C:12]2[NH:11][C:10]3[C:5]([C:4]=2[CH:3]=1)=[CH:6][CH:7]=[CH:8][CH:9]=3. The catalyst class is: 354. (4) Reactant: COC1C=CC(CN2CCN(CC3N=CC([NH:21][C:22]([C:24]4[CH:25]=[CH:26][C:27]([C:34]5[C:39]([Cl:40])=[C:38]([O:41][CH3:42])[CH:37]=[C:36]([O:43][CH3:44])[C:35]=5[Cl:45])=[C:28]5[C:33]=4[N:32]=[CH:31][CH:30]=[CH:29]5)=[O:23])=CC=3)CC2)=CC=1.N[C:49]1[N:54]=[CH:53][C:52]([CH2:55][N:56]([CH3:62])[CH2:57][CH2:58][N:59]([CH3:61])[CH3:60])=[CH:51][CH:50]=1. Product: [CH3:60][N:59]([CH3:61])[CH2:58][CH2:57][N:56]([CH2:55][C:52]1[CH:51]=[CH:50][C:49]([NH:21][C:22]([C:24]2[CH:25]=[CH:26][C:27]([C:34]3[C:39]([Cl:40])=[C:38]([O:41][CH3:42])[CH:37]=[C:36]([O:43][CH3:44])[C:35]=3[Cl:45])=[C:28]3[C:33]=2[N:32]=[CH:31][CH:30]=[CH:29]3)=[O:23])=[N:54][CH:53]=1)[CH3:62]. The catalyst class is: 61. (5) Reactant: N1C=CC=CC=1.[Cl:7][C:8]1[CH:9]=[C:10]2[C:14](=[CH:15][CH:16]=1)[NH:13][C:12](=[O:17])[C:11]2([C:19]1[C:20]([O:25][CH2:26][CH3:27])=[N:21][CH:22]=[CH:23][CH:24]=1)O.S(Cl)([Cl:30])=O. Product: [Cl:30][C:11]1([C:19]2[C:20]([O:25][CH2:26][CH3:27])=[N:21][CH:22]=[CH:23][CH:24]=2)[C:10]2[C:14](=[CH:15][CH:16]=[C:8]([Cl:7])[CH:9]=2)[NH:13][C:12]1=[O:17]. The catalyst class is: 4. (6) Reactant: C1(=O)[N:5]([CH:6]2[CH2:30][CH2:29][C@@:28]3([CH3:31])[CH:8]([CH2:9][CH2:10][C@@H:11]4[C@@H:27]3[CH2:26][CH2:25][C@@:24]3([CH3:32])[C@H:12]4[CH2:13][CH2:14][C@@H:15]3[C@H:16]([CH3:23])[CH2:17][CH2:18][CH2:19][CH:20]([CH3:22])[CH3:21])[CH2:7]2)C(=O)C2=CC=CC=C12.NN.Cl.[OH-].[Na+]. Product: [NH2:5][CH:6]1[CH2:30][CH2:29][C@@:28]2([CH3:31])[CH:8]([CH2:9][CH2:10][C@@H:11]3[C@@H:27]2[CH2:26][CH2:25][C@@:24]2([CH3:32])[C@H:12]3[CH2:13][CH2:14][C@@H:15]2[C@H:16]([CH3:23])[CH2:17][CH2:18][CH2:19][CH:20]([CH3:22])[CH3:21])[CH2:7]1. The catalyst class is: 459.